This data is from Full USPTO retrosynthesis dataset with 1.9M reactions from patents (1976-2016). The task is: Predict the reactants needed to synthesize the given product. (1) Given the product [Cl:1][C:2]1[C:7]([F:8])=[CH:6][C:5]([F:9])=[C:4]([Cl:10])[C:3]=1[CH:11]([O:13][C:40]1[C:35]2[O:34][CH:33]=[C:32]([C:30]3[CH:29]=[N:28][N:27]([CH:24]4[CH2:23][CH2:22][N:21]([C:19]([O:18][C:14]([CH3:17])([CH3:16])[CH3:15])=[O:20])[CH2:26][CH2:25]4)[CH:31]=3)[C:36]=2[CH:37]=[N:38][C:39]=1[N+:42]([O-:44])=[O:43])[CH3:12], predict the reactants needed to synthesize it. The reactants are: [Cl:1][C:2]1[C:7]([F:8])=[CH:6][C:5]([F:9])=[C:4]([Cl:10])[C:3]=1[CH:11]([OH:13])[CH3:12].[C:14]([O:18][C:19]([N:21]1[CH2:26][CH2:25][CH:24]([N:27]2[CH:31]=[C:30]([C:32]3[C:36]4[CH:37]=[N:38][C:39]([N+:42]([O-:44])=[O:43])=[C:40](O)[C:35]=4[O:34][CH:33]=3)[CH:29]=[N:28]2)[CH2:23][CH2:22]1)=[O:20])([CH3:17])([CH3:16])[CH3:15].C1C=CC(P(C2C=CC=CC=2)C2C=CC=CC=2)=CC=1.N(C(OC(C)C)=O)=NC(OC(C)C)=O.CC(OC(/N=N/C(OC(C)C)=O)=O)C. (2) The reactants are: Br[CH2:2][C:3]([C:5]1[CH:10]=[CH:9][C:8]([NH:11][C:12](=[O:14])[CH3:13])=[CH:7][C:6]=1[F:15])=[O:4].[C:16]1([C:22]2([CH2:29][CH2:30][CH3:31])[NH:26][C:25](=[O:27])[NH:24][C:23]2=[O:28])[CH:21]=[CH:20][CH:19]=[CH:18][CH:17]=1.C(=O)([O-])[O-].[K+].CC(C)=O.[K+].C1CCCCC1.C(OCC)(=O)C. Given the product [O:27]=[C:25]1[NH:26][C:22]([C:16]2[CH:21]=[CH:20][CH:19]=[CH:18][CH:17]=2)([CH2:29][CH2:30][CH3:31])[C:23](=[O:28])[N:24]1[CH2:2][C:3]([C:5]1[CH:10]=[CH:9][C:8]([NH:11][C:12](=[O:14])[CH3:13])=[CH:7][C:6]=1[F:15])=[O:4], predict the reactants needed to synthesize it. (3) Given the product [CH3:22][O:23][C:24]1[C:39]([O:40][CH3:41])=[C:38]([O:42][CH3:43])[CH:37]=[C:36]([CH3:44])[C:25]=1[C:26]([C:28]1[C:29]([O:13][CH3:12])=[CH:30][N:31]=[CH:32][C:33]=1[Cl:34])=[O:27], predict the reactants needed to synthesize it. The reactants are: CN(C)P(=O)(N(C)C)N(C)C.[CH3:12][O-:13].[Na+].C1(C)C=CC=CC=1.[CH3:22][O:23][C:24]1[C:39]([O:40][CH3:41])=[C:38]([O:42][CH3:43])[CH:37]=[C:36]([CH3:44])[C:25]=1[C:26]([C:28]1[C:33]([Cl:34])=[CH:32][N:31]=[CH:30][C:29]=1Cl)=[O:27]. (4) The reactants are: [C:1]([O:5][C:6]([N:8]1[CH2:13][CH2:12][CH:11]([NH2:14])[CH2:10][CH2:9]1)=[O:7])([CH3:4])([CH3:3])[CH3:2].[N+:15]([C:18]1[S:19][CH:20]=[C:21]([CH:23]=O)[N:22]=1)([O-:17])=[O:16].[BH4-].[Na+].C(O)(=O)C. Given the product [C:1]([O:5][C:6]([N:8]1[CH2:13][CH2:12][CH:11]([NH:14][CH2:23][C:21]2[N:22]=[C:18]([N+:15]([O-:17])=[O:16])[S:19][CH:20]=2)[CH2:10][CH2:9]1)=[O:7])([CH3:4])([CH3:2])[CH3:3], predict the reactants needed to synthesize it. (5) The reactants are: [CH2:1]([Mg]Br)[CH3:2].[CH3:5][N:6]([CH3:21])[CH2:7][C@H:8]([CH3:20])[C:9]([C:11]1[CH:16]=[CH:15][CH:14]=[C:13]([N+:17]([O-])=O)[CH:12]=1)=[O:10].C1(C)C=CC=CC=1.S([O-])(O)(=O)=O.[NH4+]. Given the product [NH2:17][C:13]1[CH:12]=[C:11]([C@@:9]([OH:10])([CH2:1][CH3:2])[C@@H:8]([CH3:20])[CH2:7][N:6]([CH3:21])[CH3:5])[CH:16]=[CH:15][CH:14]=1, predict the reactants needed to synthesize it. (6) Given the product [CH3:33][N:25]([CH2:24][CH2:23][CH2:22][N:21]([CH3:34])[C:14]1[C:15]2[O:19][CH:18]=[CH:17][C:16]=2[CH:20]=[C:12]([NH:11][S:7]([C:1]2[CH:6]=[CH:5][CH:4]=[CH:3][CH:2]=2)(=[O:9])=[O:8])[CH:13]=1)[C:26](=[O:32])[O:27][C:28]([CH3:30])([CH3:31])[CH3:29], predict the reactants needed to synthesize it. The reactants are: [C:1]1([S:7](Cl)(=[O:9])=[O:8])[CH:6]=[CH:5][CH:4]=[CH:3][CH:2]=1.[NH2:11][C:12]1[CH:13]=[C:14]([N:21]([CH3:34])[CH2:22][CH2:23][CH2:24][N:25]([CH3:33])[C:26](=[O:32])[O:27][C:28]([CH3:31])([CH3:30])[CH3:29])[C:15]2[O:19][CH:18]=[CH:17][C:16]=2[CH:20]=1.N1C=CC=CC=1. (7) Given the product [NH2:2][C:1]([C:3]1[S:4][C:5]([B:8]([OH:10])[OH:9])=[CH:6][CH:7]=1)=[O:11], predict the reactants needed to synthesize it. The reactants are: [C:1]([C:3]1[S:4][C:5]([B:8]([OH:10])[OH:9])=[CH:6][CH:7]=1)#[N:2].[OH-:11].[K+].Cl.